This data is from Reaction yield outcomes from USPTO patents with 853,638 reactions. The task is: Predict the reaction yield, written as a fraction of the theoretical maximum amount of product (1.0 means a 100% yield; for example, 0.34 means a 34% yield). (1) The reactants are C1OCOC1CO.C12CC(C=C1)CC2C(OC)=O.C[O-].[Na+].[CH:22]12[CH2:28][CH:25]([CH:26]=[CH:27]1)[CH2:24][CH:23]2[C:29]([O:31][CH2:32][CH:33]1[CH2:37][O:36][CH2:35][O:34]1)=[O:30]. The catalyst is C1(C)C=CC=CC=1. The product is [CH:22]12[CH2:28][CH:25]([CH2:26][CH2:27]1)[CH:24]=[C:23]2[C:29]([O:31][CH:32]1[CH2:33][O:34][CH2:35][O:36][CH2:37]1)=[O:30]. The yield is 0.930. (2) The reactants are [NH2:1][C:2]1[CH:3]=[C:4]([Cl:14])[C:5]2[NH:9][C:8]([CH:10]([F:12])[F:11])=[N:7][C:6]=2[CH:13]=1.[Cl:15][C:16]1[N:21]=[C:20](Cl)[N:19]=[C:18]([N:23]2[CH2:28][CH2:27][O:26][CH2:25][CH2:24]2)[N:17]=1.C(=O)([O-])[O-].[K+].[K+]. The catalyst is CC(C)=O. The product is [NH2:1][C:2]1[CH:3]=[C:4]([Cl:14])[C:5]2[N:9]=[C:8]([CH:10]([F:11])[F:12])[N:7]([C:20]3[N:21]=[C:16]([Cl:15])[N:17]=[C:18]([N:23]4[CH2:24][CH2:25][O:26][CH2:27][CH2:28]4)[N:19]=3)[C:6]=2[CH:13]=1. The yield is 0.280. (3) The reactants are N[C:2]1[CH:3]=[C:4]2[C:8](=[CH:9][CH:10]=1)[NH:7][N:6]=[CH:5]2.[CH3:11][N:12](C=O)[CH3:13].[OH:16]N1C2C=CC=CC=2N=N1.C(N(C(C)C)CC)(C)C. The catalyst is CC(O)=O. The product is [NH:6]1[C:11]2=[N:12][CH:13]=[C:10]([CH2:9][C:8]([NH2:7])=[O:16])[CH:2]=[C:3]2[CH:4]=[CH:5]1. The yield is 0.950. (4) The reactants are COCC1CN(C([O-])=O)CC1.[CH3:12][O:13][CH2:14][CH:15]1[CH2:19][N:18]([C:20]([O:22][C:23]([CH3:26])([CH3:25])[CH3:24])=[O:21])[CH:17]([C:27]2[NH:31][C:30]3[C:32]4[C:37]([CH:38]=[CH:39][C:29]=3[N:28]=2)=[CH:36][C:35]2[C:40]3[C:45]([CH2:46][O:47][C:34]=2[CH:33]=4)=[CH:44][C:43](B2OC(C)(C)C(C)(C)O2)=[CH:42][CH:41]=3)[CH2:16]1.Br[C:58]1[NH:62][C:61]([C@@H:63]2[CH2:67][CH2:66][CH2:65][N:64]2[C:68](=[O:79])[C@@H:69]([NH:74][C:75](=[O:78])[O:76][CH3:77])[C@H:70]([O:72][CH3:73])[CH3:71])=[N:60][CH:59]=1.C(=O)([O-])[O-].[K+].[K+]. The catalyst is CS(C)=O.CCOC(C)=O.C1C=CC([P]([Pd]([P](C2C=CC=CC=2)(C2C=CC=CC=2)C2C=CC=CC=2)([P](C2C=CC=CC=2)(C2C=CC=CC=2)C2C=CC=CC=2)[P](C2C=CC=CC=2)(C2C=CC=CC=2)C2C=CC=CC=2)(C2C=CC=CC=2)C2C=CC=CC=2)=CC=1.C1C=CC(P(C2C=CC=CC=2)[C-]2C=CC=C2)=CC=1.C1C=CC(P(C2C=CC=CC=2)[C-]2C=CC=C2)=CC=1.Cl[Pd]Cl.[Fe+2]. The product is [CH3:77][O:76][C:75]([NH:74][C@H:69]([C:68]([N:64]1[CH2:65][CH2:66][CH2:67][C@H:63]1[C:61]1[NH:62][C:58]([C:43]2[CH:44]=[C:45]3[CH2:46][O:47][C:34]4[CH:33]=[C:32]5[C:37]([CH:38]=[CH:39][C:29]6[N:28]=[C:27]([C@@H:17]7[CH2:16][C@H:15]([CH2:14][O:13][CH3:12])[CH2:19][N:18]7[C:20]([O:22][C:23]([CH3:24])([CH3:25])[CH3:26])=[O:21])[NH:31][C:30]=65)=[CH:36][C:35]=4[C:40]3=[CH:41][CH:42]=2)=[CH:59][N:60]=1)=[O:79])[C@@H:70]([CH3:71])[O:72][CH3:73])=[O:78]. The yield is 0.630. (5) The reactants are [CH3:1][O:2][C:3](=[O:18])[C:4]([CH3:17])([CH3:16])[CH:5]([CH:13]1[CH2:15][CH2:14]1)[NH:6]S(C(C)(C)C)=O.[ClH:19].O1CCOCC1. The catalyst is CO. The product is [ClH:19].[CH3:1][O:2][C:3](=[O:18])[C:4]([CH3:16])([CH3:17])[CH:5]([NH2:6])[CH:13]1[CH2:15][CH2:14]1. The yield is 0.940. (6) The reactants are [C:1]1([O:12][CH2:13][C:14]([OH:16])=[O:15])[CH:6]=[CH:5][CH:4]=[CH:3][C:2]=1[O:7][CH2:8][C:9]([OH:11])=[O:10].[C:17]1([CH3:29])[CH:22]=[CH:21][C:20]([S:23]([CH2:26][CH2:27]O)(=[O:25])=[O:24])=[CH:19][CH:18]=1.[C:30]1([CH3:36])[CH:35]=[CH:34][CH:33]=[CH:32][CH:31]=1.O.C1(C)C=C[C:41]([S:44](O)(=[O:46])=[O:45])=[CH:40]C=1. The catalyst is O. The product is [C:17]1([CH3:29])[CH:22]=[CH:21][C:20]([S:23]([CH2:26][CH2:27][O:10][C:9](=[O:11])[CH2:8][O:7][C:2]2[CH:3]=[CH:4][CH:5]=[CH:6][C:1]=2[O:12][CH2:13][C:14]([O:16][CH2:40][CH2:41][S:44]([C:33]2[CH:34]=[CH:35][C:30]([CH3:36])=[CH:31][CH:32]=2)(=[O:46])=[O:45])=[O:15])(=[O:25])=[O:24])=[CH:19][CH:18]=1. The yield is 0.990. (7) The reactants are [C:1]([O:5][C:6]([N:8]1[CH2:14][CH2:13][C:12]2[C:15]([SH:20])=[C:16]([Cl:19])[CH:17]=[CH:18][C:11]=2[CH2:10][CH2:9]1)=[O:7])([CH3:4])([CH3:3])[CH3:2].C(N(CC)CC)C.[C:28]([C:30]1[CH:31]=[C:32]([CH:43]=[CH:44][CH:45]=1)[C:33]([C:35]1[CH:42]=[CH:41][C:38]([CH2:39]Br)=[CH:37][CH:36]=1)=[O:34])#[N:29]. The catalyst is CS(C)=O.CCCCCC.CCOC(C)=O. The product is [C:1]([O:5][C:6]([N:8]1[CH2:14][CH2:13][C:12]2[C:15]([S:20][CH2:39][C:38]3[CH:37]=[CH:36][C:35]([C:33](=[O:34])[C:32]4[CH:43]=[CH:44][CH:45]=[C:30]([C:28]#[N:29])[CH:31]=4)=[CH:42][CH:41]=3)=[C:16]([Cl:19])[CH:17]=[CH:18][C:11]=2[CH2:10][CH2:9]1)=[O:7])([CH3:4])([CH3:2])[CH3:3]. The yield is 0.770.